Dataset: Peptide-MHC class II binding affinity with 134,281 pairs from IEDB. Task: Regression. Given a peptide amino acid sequence and an MHC pseudo amino acid sequence, predict their binding affinity value. This is MHC class II binding data. (1) The peptide sequence is AQIYQAVSAQAAAIH. The MHC is HLA-DQA10501-DQB10301 with pseudo-sequence HLA-DQA10501-DQB10301. The binding affinity (normalized) is 0.673. (2) The peptide sequence is DLQMVIAGAKSKFPR. The MHC is DRB1_0405 with pseudo-sequence DRB1_0405. The binding affinity (normalized) is 0.0406.